This data is from Forward reaction prediction with 1.9M reactions from USPTO patents (1976-2016). The task is: Predict the product of the given reaction. (1) Given the reactants Cl[C:2]([O:4][CH2:5][CH2:6][Cl:7])=[O:3].C[S:9][C:10]1[CH:15]=[CH:14][C:13](O)=[CH:12][CH:11]=1.N1C=CC=C[CH:18]=1, predict the reaction product. The product is: [Cl:7][CH2:6][CH2:5][O:4][C:2]([S:9][C:10]1[CH:15]=[CH:14][C:13]([CH3:18])=[CH:12][CH:11]=1)=[O:3]. (2) Given the reactants [Br:1][C:2]1[CH:3]=[C:4]([CH2:7][NH2:8])[S:5][CH:6]=1.[C:9](O[C:9]([O:11][C:12]([CH3:15])([CH3:14])[CH3:13])=[O:10])([O:11][C:12]([CH3:15])([CH3:14])[CH3:13])=[O:10].C(N(CC)CC)C.Cl, predict the reaction product. The product is: [C:12]([O:11][C:9](=[O:10])[NH:8][CH2:7][C:4]1[S:5][CH:6]=[C:2]([Br:1])[CH:3]=1)([CH3:15])([CH3:14])[CH3:13]. (3) Given the reactants [NH2:1][CH:2]([C:5]1[CH:33]=[CH:32][C:31]([C:34]([F:37])([F:36])[F:35])=[CH:30][C:6]=1[CH2:7][N:8]([CH2:15][C:16]1[CH:21]=[C:20]([C:22]([F:25])([F:24])[F:23])[CH:19]=[C:18]([C:26]([F:29])([F:28])[F:27])[CH:17]=1)[C:9]1[N:10]=[N:11][N:12]([CH3:14])[N:13]=1)[CH2:3][CH3:4].[N:38]1[CH:43]=[CH:42][CH:41]=[C:40]([CH:44]=O)[CH:39]=1.[BH4-].[Na+], predict the reaction product. The product is: [F:28][C:26]([F:29])([F:27])[C:18]1[CH:17]=[C:16]([CH:21]=[C:20]([C:22]([F:24])([F:23])[F:25])[CH:19]=1)[CH2:15][N:8]([CH2:7][C:6]1[CH:30]=[C:31]([C:34]([F:37])([F:36])[F:35])[CH:32]=[CH:33][C:5]=1[CH:2]([NH:1][CH2:44][C:40]1[CH:39]=[N:38][CH:43]=[CH:42][CH:41]=1)[CH2:3][CH3:4])[C:9]1[N:10]=[N:11][N:12]([CH3:14])[N:13]=1. (4) Given the reactants [Li+].[CH3:2]C([N-]C(C)C)C.[Si:9]([O:16][C@@H:17]1[CH2:21][N:20]([C:22]([O:24][C:25]([CH3:28])([CH3:27])[CH3:26])=[O:23])[C@H:19]([C:29]([O:31][CH3:32])=[O:30])[CH2:18]1)([C:12]([CH3:15])([CH3:14])[CH3:13])([CH3:11])[CH3:10].CI, predict the reaction product. The product is: [Si:9]([O:16][C@@H:17]1[CH2:21][N:20]([C:22]([O:24][C:25]([CH3:26])([CH3:28])[CH3:27])=[O:23])[C:19]([CH3:2])([C:29]([O:31][CH3:32])=[O:30])[CH2:18]1)([C:12]([CH3:15])([CH3:14])[CH3:13])([CH3:10])[CH3:11]. (5) Given the reactants [F:1][C:2]([F:11])([F:10])[C:3]1[CH:8]=[CH:7][CH:6]=[CH:5][C:4]=1[SH:9].[Br:12][CH2:13][CH2:14]Br.C(=O)([O-])[O-].[K+].[K+].CCOC(C)=O, predict the reaction product. The product is: [Br:12][CH2:13][CH2:14][S:9][C:4]1[CH:5]=[CH:6][CH:7]=[CH:8][C:3]=1[C:2]([F:1])([F:10])[F:11]. (6) Given the reactants [CH3:1][C:2]1[C:14]([CH2:15][C:16]([O:18][CH3:19])=[O:17])=[C:13]([C:20]2[CH:25]=[CH:24][C:23]([CH3:26])=[CH:22][CH:21]=2)[C:12]2[C:11]3[CH2:10][CH2:9][O:8][CH2:7][C:6]=3[S:5][C:4]=2[N:3]=1.[Li+].C[Si]([N-][Si](C)(C)C)(C)C.[CH2:37]1[CH2:41]OC[CH2:38]1.ICCC, predict the reaction product. The product is: [CH3:1][C:2]1[C:14]([CH:15]([CH2:38][CH2:37][CH3:41])[C:16]([O:18][CH3:19])=[O:17])=[C:13]([C:20]2[CH:21]=[CH:22][C:23]([CH3:26])=[CH:24][CH:25]=2)[C:12]2[C:11]3[CH2:10][CH2:9][O:8][CH2:7][C:6]=3[S:5][C:4]=2[N:3]=1. (7) Given the reactants F[C:2]1[CH:7]=[C:6]([CH2:8]O)[CH:5]=[C:4]([NH:10][CH2:11][C:12]2[CH:17]=[CH:16][C:15]([O:18][CH3:19])=[CH:14][CH:13]=2)[N:3]=1.C(N(CC)CC)C.CS([Cl:31])(=O)=O.C([O:39][C:40]1[N:45]=[C:44]([O:46]CC2C=CC=CC=2)[C:43]([CH:54]([CH3:56])[CH3:55])=[C:42]([O:57][C:58]2[CH:63]=[C:62]([CH3:64])[CH:61]=[C:60]([CH:65]3[O:69][CH2:68][CH2:67][O:66]3)[CH:59]=2)[N:41]=1)C1C=CC=CC=1.C(=O)([O-])[O-].[K+].[K+].[I-].[Li+], predict the reaction product. The product is: [Cl:31][C:2]1[CH:7]=[C:6]([CH2:8][N:41]2[C:42]([O:57][C:58]3[CH:63]=[C:62]([CH3:64])[CH:61]=[C:60]([CH:65]4[O:69][CH2:68][CH2:67][O:66]4)[CH:59]=3)=[C:43]([CH:54]([CH3:56])[CH3:55])[C:44](=[O:46])[NH:45][C:40]2=[O:39])[CH:5]=[C:4]([NH:10][CH2:11][C:12]2[CH:17]=[CH:16][C:15]([O:18][CH3:19])=[CH:14][CH:13]=2)[N:3]=1. (8) Given the reactants [CH2:1]([O:5][CH2:6][CH:7]=[CH2:8])[CH:2]1[O:4][CH2:3]1.[CH3:9][SiH:10]([CH3:12])[CH3:11], predict the reaction product. The product is: [CH2:1]([O:5][CH2:6][CH2:7][CH2:8][Si:10]([CH3:12])([CH3:11])[CH3:9])[CH:2]1[O:4][CH2:3]1. (9) The product is: [OH:6][C:7]1[CH:28]=[CH:27][C:10]2[CH2:11][CH:12]([CH2:22][C:23]([O:25][CH3:26])=[O:24])[C:13](=[O:21])[N:14]([CH3:16])[CH2:15][C:9]=2[CH:8]=1. Given the reactants B(Br)(Br)Br.C[O:6][C:7]1[CH:28]=[CH:27][C:10]2[CH2:11][CH:12]([CH2:22][C:23]([O:25][CH3:26])=[O:24])[C:13](=[O:21])[N:14]([CH2:16]C(F)(F)F)[CH2:15][C:9]=2[CH:8]=1, predict the reaction product.